This data is from Full USPTO retrosynthesis dataset with 1.9M reactions from patents (1976-2016). The task is: Predict the reactants needed to synthesize the given product. Given the product [F:14][C:15]([F:20])([F:19])[C:16]([OH:18])=[O:17].[NH2:21][CH2:22][C:23]1[CH:33]=[CH:32][CH:31]=[CH:30][C:24]=1[C:25]([NH:27][CH3:28])=[O:26], predict the reactants needed to synthesize it. The reactants are: C1(=O)C2C(=CC=CC=2)CO1.Cl.CN.[F:14][C:15]([F:20])([F:19])[C:16]([OH:18])=[O:17].[NH2:21][CH2:22][C:23]1[CH:33]=[CH:32][CH:31]=[CH:30][C:24]=1[C:25]([NH:27][CH2:28]C)=[O:26].